From a dataset of Forward reaction prediction with 1.9M reactions from USPTO patents (1976-2016). Predict the product of the given reaction. (1) Given the reactants [NH2:1][C:2]1[CH:15]=[CH:14][C:5]2[C:6]([CH3:13])([CH3:12])[NH:7][C:8](=[O:11])[CH2:9][CH2:10][C:4]=2[CH:3]=1.[Cl:16][C:17]1[C:18]([NH:27][C:28]2[C:33]([Cl:34])=[CH:32][N:31]=[C:30](Cl)[N:29]=2)=[C:19]([CH:24]=[CH:25][CH:26]=1)[C:20]([NH:22][CH3:23])=[O:21], predict the reaction product. The product is: [Cl:16][C:17]1[C:18]([NH:27][C:28]2[C:33]([Cl:34])=[CH:32][N:31]=[C:30]([NH:1][C:2]3[CH:15]=[CH:14][C:5]4[C:6]([CH3:13])([CH3:12])[NH:7][C:8](=[O:11])[CH2:9][CH2:10][C:4]=4[CH:3]=3)[N:29]=2)=[C:19]([CH:24]=[CH:25][CH:26]=1)[C:20]([NH:22][CH3:23])=[O:21]. (2) Given the reactants [F:1][C:2]1[CH:11]=[C:10]2[C:5]([N:6]=[C:7]([NH:16][CH:17]3[CH2:22][CH2:21][NH:20][CH2:19][CH2:18]3)[C:8]3[N:9]2[C:12](=[O:15])[NH:13][N:14]=3)=[CH:4][CH:3]=1.[CH3:23][C:24]1[N:29]=[C:28]([C:30](O)=[O:31])[CH:27]=[CH:26][CH:25]=1.C1C=CC2N(O)N=NC=2C=1.F[P-](F)(F)(F)(F)F.N1(O[P+](N2CCCC2)(N2CCCC2)N2CCCC2)C2C=CC=CC=2N=N1, predict the reaction product. The product is: [F:1][C:2]1[CH:11]=[C:10]2[C:5]([N:6]=[C:7]([NH:16][CH:17]3[CH2:22][CH2:21][N:20]([C:30]([C:28]4[CH:27]=[CH:26][CH:25]=[C:24]([CH3:23])[N:29]=4)=[O:31])[CH2:19][CH2:18]3)[C:8]3[N:9]2[C:12](=[O:15])[NH:13][N:14]=3)=[CH:4][CH:3]=1. (3) Given the reactants [CH2:1]([N:8]1[C:17]2[C:12](=[N:13][CH:14]=[C:15](Br)[CH:16]=2)[CH2:11][CH:10]([CH2:19][O:20][Si:21]([C:24]([CH3:27])([CH3:26])[CH3:25])([CH3:23])[CH3:22])[CH2:9]1)[C:2]1[CH:7]=[CH:6][CH:5]=[CH:4][CH:3]=1.[C:28](=[NH:41])([C:35]1[CH:40]=[CH:39][CH:38]=[CH:37][CH:36]=1)[C:29]1[CH:34]=[CH:33][CH:32]=[CH:31][CH:30]=1.C(=O)([O-])[O-].[Cs+].[Cs+], predict the reaction product. The product is: [CH2:1]([N:8]1[CH2:9][CH:10]([CH2:19][O:20][Si:21]([C:24]([CH3:27])([CH3:26])[CH3:25])([CH3:23])[CH3:22])[CH2:11][C:12]2[N:13]=[CH:14][C:15]([N:41]=[C:28]([C:29]3[CH:34]=[CH:33][CH:32]=[CH:31][CH:30]=3)[C:35]3[CH:40]=[CH:39][CH:38]=[CH:37][CH:36]=3)=[CH:16][C:17]1=2)[C:2]1[CH:7]=[CH:6][CH:5]=[CH:4][CH:3]=1.